This data is from Reaction yield outcomes from USPTO patents with 853,638 reactions. The task is: Predict the reaction yield, written as a fraction of the theoretical maximum amount of product (1.0 means a 100% yield; for example, 0.34 means a 34% yield). (1) The reactants are [CH3:1][CH2:2][CH:3](P(OCC)(OCC)=O)[C:4]([O:6][CH2:7][CH3:8])=[O:5].[H-].[Na+].[Cl:19][C:20]1[C:21]([O:27][C:28]2[CH:35]=[C:34]([O:36][CH2:37][CH2:38][O:39][CH3:40])[CH:33]=[CH:32][C:29]=2[CH:30]=O)=[N:22][CH:23]=[C:24]([Cl:26])[CH:25]=1.O. The catalyst is O1CCCC1. The product is [Cl:19][C:20]1[C:21]([O:27][C:28]2[CH:35]=[C:34]([O:36][CH2:37][CH2:38][O:39][CH3:40])[CH:33]=[CH:32][C:29]=2/[CH:30]=[C:3](\[CH2:2][CH3:1])/[C:4]([O:6][CH2:7][CH3:8])=[O:5])=[N:22][CH:23]=[C:24]([Cl:26])[CH:25]=1. The yield is 0.700. (2) The yield is 0.780. The reactants are [C:1]1([NH:7][NH2:8])[CH:6]=[CH:5][CH:4]=[CH:3][CH:2]=1.[CH3:9][CH:10]([C:16]([CH3:18])=O)[C:11](OCC)=[O:12]. The catalyst is C1(C)C=CC=CC=1. The product is [CH3:9][C:10]1[C:11](=[O:12])[N:7]([C:1]2[CH:6]=[CH:5][CH:4]=[CH:3][CH:2]=2)[NH:8][C:16]=1[CH3:18]. (3) The reactants are [F:1][C:2]1[CH:7]=[C:6]([F:8])[C:5]([C:9]2[CH:10]=[N:11][CH:12]=[N:13][CH:14]=2)=[CH:4][C:3]=1[C@@:15]([NH:27][S@@](C(C)(C)C)=O)([CH2:17][C@H:18]([C:20]1[C:21]([CH3:26])=[N:22][O:23][C:24]=1[CH3:25])[OH:19])[CH3:16].Cl. The catalyst is C(Cl)Cl. The product is [NH2:27][C@@:15]([C:3]1[CH:4]=[C:5]([C:9]2[CH:14]=[N:13][CH:12]=[N:11][CH:10]=2)[C:6]([F:8])=[CH:7][C:2]=1[F:1])([CH3:16])[CH2:17][C@H:18]([C:20]1[C:21]([CH3:26])=[N:22][O:23][C:24]=1[CH3:25])[OH:19]. The yield is 0.547. (4) The reactants are [NH2:1][C:2]1[CH:7]=[CH:6][C:5]([CH2:8][C:9]([O:11][C:12]([CH3:15])([CH3:14])[CH3:13])=[O:10])=[CH:4][C:3]=1[CH3:16].[Br:17][C:18]1[CH:23]=[CH:22][CH:21]=[CH:20][C:19]=1[N:24]=[C:25]=[O:26].CCN(CC)CC. The catalyst is C1COCC1. The product is [Br:17][C:18]1[CH:23]=[CH:22][CH:21]=[CH:20][C:19]=1[NH:24][C:25](=[O:26])[NH:1][C:2]1[CH:7]=[CH:6][C:5]([CH2:8][C:9]([O:11][C:12]([CH3:13])([CH3:15])[CH3:14])=[O:10])=[CH:4][C:3]=1[CH3:16]. The yield is 0.930. (5) The reactants are [CH2:1]1[O:13][C:12]2[CH:11]=[C:10]3[C:5]([C:6]([NH:14][CH:15]([CH3:20])[CH2:16][N:17]([CH3:19])[CH3:18])=[CH:7][CH:8]=[N:9]3)=[CH:4][C:3]=2[O:2]1.C(Cl)(=O)[C:22](Cl)=[O:23].[I:27][C:28]1[CH:36]=[CH:35][C:34]([O:37][CH3:38])=[C:33]([O:39][CH3:40])[C:29]=1C(O)=O.[K+].[Br-]. No catalyst specified. The product is [CH2:1]1[O:13][C:12]2[CH:11]=[C:10]3[C:5]([C:6]([N:14]([CH:15]([CH3:20])[CH2:16][N:17]([CH3:19])[CH3:18])[C:22](=[O:23])[C:36]4[CH:35]=[C:34]([O:37][CH3:38])[C:33]([O:39][CH3:40])=[CH:29][C:28]=4[I:27])=[CH:7][CH:8]=[N:9]3)=[CH:4][C:3]=2[O:2]1. The yield is 0.604. (6) The yield is 0.830. The product is [CH:1]1([C:4]2[O:5][C:6]3[C:7](=[C:9]([C:20]#[N:21])[C:10]([CH3:19])=[C:11]([C:14]4[S:15][CH:16]=[CH:17][CH:18]=4)[C:12]=3[N:33]3[CH2:34][CH2:35][C@H:31]([N:30]([CH3:36])[CH3:29])[CH2:32]3)[N:8]=2)[CH2:3][CH2:2]1. The reactants are [CH:1]1([C:4]2[O:5][C:6]3[C:7](=[C:9]([C:20]#[N:21])[C:10]([CH3:19])=[C:11]([C:14]4[S:15][CH:16]=[CH:17][CH:18]=4)[C:12]=3F)[N:8]=2)[CH2:3][CH2:2]1.C(N(CC)CC)C.[CH3:29][N:30]([CH3:36])[C@H:31]1[CH2:35][CH2:34][NH:33][CH2:32]1.C(OCC)(=O)C. The catalyst is CS(C)=O.[Cl-].[Na+].O. (7) The product is [CH:1]([C:4]1[CH:18]=[C:17]([O:19][CH3:20])[C:16]([O:21][CH3:22])=[CH:15][C:5]=1[CH:6]=[O:27])([CH3:3])[CH3:2]. The reactants are [CH:1]([C:4]1[CH:18]=[C:17]([O:19][CH3:20])[C:16]([O:21][CH3:22])=[CH:15][C:5]=1[CH:6]=NC(C(C)C)C(C)C)([CH3:3])[CH3:2].Cl.C1C[O:27]CC1. No catalyst specified. The yield is 0.430. (8) The reactants are [Cl:1][C:2]1[CH:3]=[N:4][C:5]2[C:10]([CH:11]=1)=[CH:9][C:8]([CH2:12][C:13]1[CH:14]=[C:15]([CH:19]=[CH:20][N:21]=1)[C:16]([OH:18])=O)=[CH:7][CH:6]=2.[Cl:22][C:23]1[C:31]2C(=NC=C(NC)C=2)N[CH:24]=1.CN(C(ON1[N:50]=[N:49][C:44]2[CH:45]=[CH:46][CH:47]=[N:48][C:43]1=2)=[N+](C)C)C.F[P-](F)(F)(F)(F)F.CCN(CC)CC. The catalyst is CN(C=O)C. The product is [Cl:22][C:23]1[CH:24]=[C:45]2[C:46](=[CH:47][CH:31]=1)[NH:50][N:49]=[C:44]2[CH2:43][NH:48][C:16](=[O:18])[C:15]1[CH:19]=[CH:20][N:21]=[C:13]([CH2:12][C:8]2[CH:9]=[C:10]3[C:5](=[CH:6][CH:7]=2)[N:4]=[CH:3][C:2]([Cl:1])=[CH:11]3)[CH:14]=1. The yield is 0.0850. (9) The reactants are [C:1]([P:6](Cl)[C:7]([CH2:10][CH3:11])([CH3:9])[CH3:8])([CH2:4][CH3:5])([CH3:3])[CH3:2].Cl[C:14]1[CH:19]=[CH:18][CH:17]=[CH:16][CH:15]=1.[Mg].S(=O)(=O)(O)O. The catalyst is O1CCCC1.C/C(/O)=C/C(C)=O.C/C(/O)=C/C(C)=O.[Cu].C1(C)C=CC=CC=1. The product is [C:1]([P:6]([C:7]([CH2:10][CH3:11])([CH3:9])[CH3:8])[C:14]1[CH:19]=[CH:18][CH:17]=[CH:16][CH:15]=1)([CH2:4][CH3:5])([CH3:3])[CH3:2]. The yield is 0.905. (10) The reactants are [N+:1]([C:4]1[CH:5]=[C:6]2[C:10](=[CH:11][CH:12]=1)[NH:9][CH:8]=[CH:7]2)([O-])=O.C1(C2CCN(C(C3C=C(OC)C(OC)=C(OC)C=3)=O)CC2)C=CC=CC=1. The catalyst is C(O)C. The product is [NH2:1][C:4]1[CH:5]=[C:6]2[C:10](=[CH:11][CH:12]=1)[NH:9][CH:8]=[CH:7]2. The yield is 0.925.